From a dataset of Tyrosyl-DNA phosphodiesterase HTS with 341,365 compounds. Binary Classification. Given a drug SMILES string, predict its activity (active/inactive) in a high-throughput screening assay against a specified biological target. The compound is S(=O)(=O)(N1CCN(CC1)C(=O)COc1ncnc2sc(c(c12)C)C)c1ccccc1. The result is 0 (inactive).